From a dataset of Full USPTO retrosynthesis dataset with 1.9M reactions from patents (1976-2016). Predict the reactants needed to synthesize the given product. (1) Given the product [Cl:1][C:2]1[CH:3]=[CH:4][C:5]2[S:9][C:8]([S:10]([NH:16][C:17]3[CH:22]=[CH:21][CH:20]=[C:19]([C:23]4[NH:27][N:26]=[N:25][N:24]=4)[CH:18]=3)(=[O:12])=[O:11])=[C:7]([CH3:14])[C:6]=2[CH:15]=1, predict the reactants needed to synthesize it. The reactants are: [Cl:1][C:2]1[CH:3]=[CH:4][C:5]2[S:9][C:8]([S:10](Cl)(=[O:12])=[O:11])=[C:7]([CH3:14])[C:6]=2[CH:15]=1.[NH2:16][C:17]1[CH:18]=[C:19]([C:23]2[NH:27][N:26]=[N:25][N:24]=2)[CH:20]=[CH:21][CH:22]=1. (2) The reactants are: [CH3:1][N:2]([S:16]([CH3:19])(=[O:18])=[O:17])[C:3]1[CH:11]=[C:10]([C:12]([O:14]C)=[O:13])[CH:9]=[C:8]2[C:4]=1[CH:5]=[CH:6][NH:7]2.[OH-].[K+].I[CH2:23][CH2:24][CH2:25][CH3:26]. Given the product [CH2:23]([N:7]1[C:8]2[C:4](=[C:3]([N:2]([CH3:1])[S:16]([CH3:19])(=[O:18])=[O:17])[CH:11]=[C:10]([C:12]([OH:14])=[O:13])[CH:9]=2)[CH:5]=[CH:6]1)[CH2:24][CH2:25][CH3:26], predict the reactants needed to synthesize it. (3) Given the product [C:2]1([C:1]([C:8]2[CH:13]=[CH:12][N:11]=[N:10][CH:9]=2)=[O:16])[CH:3]=[CH:4][CH:5]=[CH:6][CH:7]=1, predict the reactants needed to synthesize it. The reactants are: [CH2:1]([C:8]1[CH:13]=[CH:12][N:11]=[N:10][CH:9]=1)[C:2]1[CH:7]=[CH:6][CH:5]=[CH:4][CH:3]=1.CC(O)=[O:16]. (4) Given the product [NH2:17][C:2]1[C:7]([C:8]([O:10][CH2:11][CH3:12])=[O:9])=[CH:6][N:5]=[C:4]([S:13][CH3:14])[N:3]=1, predict the reactants needed to synthesize it. The reactants are: Cl[C:2]1[C:7]([C:8]([O:10][CH2:11][CH3:12])=[O:9])=[CH:6][N:5]=[C:4]([S:13][CH3:14])[N:3]=1.CC[N:17](CC)CC.N.O. (5) Given the product [CH3:1][C:2]([CH3:29])([CH3:28])[CH2:3][N:4]([CH3:27])[C:5]1[C:10]([NH2:11])=[C:9]([NH:14][C:15]2[CH:20]=[C:19]([C:21]3[NH:25][CH:24]=[N:23][N:22]=3)[CH:18]=[CH:17][C:16]=2[CH3:26])[N:8]=[CH:7][N:6]=1, predict the reactants needed to synthesize it. The reactants are: [CH3:1][C:2]([CH3:29])([CH3:28])[CH2:3][N:4]([CH3:27])[C:5]1[C:10]([N+:11]([O-])=O)=[C:9]([NH:14][C:15]2[CH:20]=[C:19]([C:21]3[NH:25][CH:24]=[N:23][N:22]=3)[CH:18]=[CH:17][C:16]=2[CH3:26])[N:8]=[CH:7][N:6]=1. (6) Given the product [CH2:1]([C:3]1[CH:4]=[C:5]([O:6][CH:7]2[CH2:11][CH2:10][NH:9][CH2:8]2)[CH:19]=[CH:20][C:21]=1[N:22]([CH3:33])[C:23]1[N:28]=[CH:27][C:26]2[N:29]=[CH:30][N:31]([CH3:32])[C:25]=2[CH:24]=1)[CH3:2], predict the reactants needed to synthesize it. The reactants are: [CH2:1]([C:3]1[CH:4]=[C:5]([CH:19]=[CH:20][C:21]=1[N:22]([CH3:33])[C:23]1[N:28]=[CH:27][C:26]2[N:29]=[CH:30][N:31]([CH3:32])[C:25]=2[CH:24]=1)[O:6][CH:7]1[CH2:11][CH2:10][N:9](C(OC(C)(C)C)=O)[CH2:8]1)[CH3:2].FC(F)(F)C(O)=O. (7) Given the product [C:47]([OH:54])(=[O:53])/[CH:48]=[CH:49]/[C:50]([OH:52])=[O:51].[CH3:46][N:2]([CH3:1])[CH2:3][C:4]([O:6][C@H:7]([CH3:45])[CH2:8][N:9]1[C:13]([CH3:14])=[C:12]([C:15](=[O:37])[NH:16][C:17]2[CH:22]=[CH:21][C:20]([O:23][C:24]3[C:33]4[C:28](=[CH:29][C:30]([O:34][CH3:35])=[CH:31][CH:32]=4)[N:27]=[CH:26][CH:25]=3)=[C:19]([F:36])[CH:18]=2)[C:11](=[O:38])[N:10]1[C:39]1[CH:40]=[CH:41][CH:42]=[CH:43][CH:44]=1)=[O:5], predict the reactants needed to synthesize it. The reactants are: [CH3:1][N:2]([CH3:46])[CH2:3][C:4]([O:6][C@H:7]([CH3:45])[CH2:8][N:9]1[C:13]([CH3:14])=[C:12]([C:15](=[O:37])[NH:16][C:17]2[CH:22]=[CH:21][C:20]([O:23][C:24]3[C:33]4[C:28](=[CH:29][C:30]([O:34][CH3:35])=[CH:31][CH:32]=4)[N:27]=[CH:26][CH:25]=3)=[C:19]([F:36])[CH:18]=2)[C:11](=[O:38])[N:10]1[C:39]1[CH:44]=[CH:43][CH:42]=[CH:41][CH:40]=1)=[O:5].[C:47]([OH:54])(=[O:53])/[CH:48]=[CH:49]/[C:50]([OH:52])=[O:51].